This data is from Catalyst prediction with 721,799 reactions and 888 catalyst types from USPTO. The task is: Predict which catalyst facilitates the given reaction. Reactant: [F:1][C:2]1[CH:7]=[CH:6][C:5]([F:8])=[CH:4][C:3]=1[OH:9].[Br:10]Br.S([O-])([O-])(=O)=S.[Na+].[Na+]. Product: [Br:10][C:6]1[C:5]([F:8])=[CH:4][C:3]([OH:9])=[C:2]([F:1])[CH:7]=1. The catalyst class is: 22.